Task: Predict the product of the given reaction.. Dataset: Forward reaction prediction with 1.9M reactions from USPTO patents (1976-2016) (1) Given the reactants Cl[C:2]1[C:11]([C:12]([OH:14])=[O:13])=[CH:10][C:9]2[C:4](=[CH:5][CH:6]=[C:7]([Cl:15])[CH:8]=2)[N:3]=1.[NH2:16][CH:17]([CH2:27][OH:28])[C:18]([NH:20][C:21]1[CH:26]=[CH:25][CH:24]=[CH:23][CH:22]=1)=[O:19], predict the reaction product. The product is: [Cl:15][C:7]1[CH:8]=[C:9]2[C:4](=[CH:5][CH:6]=1)[N:3]=[C:2]([NH:16][CH:17]([C:18](=[O:19])[NH:20][C:21]1[CH:26]=[CH:25][CH:24]=[CH:23][CH:22]=1)[CH2:27][OH:28])[C:11]([C:12]([OH:14])=[O:13])=[CH:10]2. (2) The product is: [CH3:12][O:11][C:10]1[CH:2]=[C:3]2[C:7](=[C:8]([O:13][CH3:14])[CH:9]=1)[C:6](=[O:15])[N:5]([CH:16]([C:18]1[CH:19]=[CH:20][C:21]([Cl:24])=[CH:22][CH:23]=1)[CH3:17])[CH2:4]2. Given the reactants Br[C:2]1[C:10]([O:11][CH3:12])=[CH:9][C:8]([O:13][CH3:14])=[C:7]2[C:3]=1[CH2:4][N:5]([CH:16]([C:18]1[CH:23]=[CH:22][C:21]([Cl:24])=[CH:20][CH:19]=1)[CH3:17])[C:6]2=[O:15].C([SnH](CCCC)CCCC)CCC.[F-].[K+], predict the reaction product. (3) Given the reactants [CH3:1][N:2]1[CH:6]=[C:5]([C:7]2[CH:8]=[C:9]3[C:13](=[CH:14][CH:15]=2)[NH:12][CH:11]=[C:10]3[CH2:16][C:17]#[N:18])[CH:4]=[N:3]1.C([SiH](CC)CC)C.O, predict the reaction product. The product is: [CH3:1][N:2]1[CH:6]=[C:5]([C:7]2[CH:8]=[C:9]3[C:13](=[CH:14][CH:15]=2)[NH:12][CH2:11][CH:10]3[CH2:16][C:17]#[N:18])[CH:4]=[N:3]1.